This data is from Full USPTO retrosynthesis dataset with 1.9M reactions from patents (1976-2016). The task is: Predict the reactants needed to synthesize the given product. (1) Given the product [CH2:13]([O:1][C:2]1[CH:3]=[CH:4][C:5]([CH3:12])=[C:6]([CH:11]=1)[C:7]([O:9][CH3:10])=[O:8])[CH3:14], predict the reactants needed to synthesize it. The reactants are: [OH:1][C:2]1[CH:3]=[CH:4][C:5]([CH3:12])=[C:6]([CH:11]=1)[C:7]([O:9][CH3:10])=[O:8].[CH2:13](I)[CH3:14]. (2) Given the product [Cl:30][C:31]1[CH:36]=[CH:35][N:34]=[C:33]([NH:37][C:15]([C:4]2[C:5]3[CH2:14][O:13][C:12]4[CH:11]=[CH:10][CH:9]=[CH:8][C:7]=4[C:6]=3[N:2]([CH3:1])[N:3]=2)=[O:17])[CH:32]=1, predict the reactants needed to synthesize it. The reactants are: [CH3:1][N:2]1[C:6]2[C:7]3[CH:8]=[CH:9][CH:10]=[CH:11][C:12]=3[O:13][CH2:14][C:5]=2[C:4]([C:15]([OH:17])=O)=[N:3]1.C(Cl)(=O)C(Cl)=O.N1C=CC=CC=1.[Cl:30][C:31]1[CH:36]=[CH:35][N:34]=[C:33]([NH2:37])[CH:32]=1.